From a dataset of CYP2C19 inhibition data for predicting drug metabolism from PubChem BioAssay. Regression/Classification. Given a drug SMILES string, predict its absorption, distribution, metabolism, or excretion properties. Task type varies by dataset: regression for continuous measurements (e.g., permeability, clearance, half-life) or binary classification for categorical outcomes (e.g., BBB penetration, CYP inhibition). Dataset: cyp2c19_veith. (1) The compound is O=C(Nc1ccccc1)N1CCC2(CCNCC2)CC1. The result is 0 (non-inhibitor). (2) The drug is CS(=O)(=O)N1CCC2(CCN(Cc3nccs3)CC2)CC1. The result is 0 (non-inhibitor). (3) The compound is N/C(Cc1ccc([N+](=O)[O-])cc1)=N\OC(=O)COc1cccc2ccccc12. The result is 1 (inhibitor). (4) The molecule is C[C@H](NC(=O)Cn1cncn1)c1ccccc1. The result is 0 (non-inhibitor). (5) The drug is COc1ccc2[nH]cc(CCN)c2c1. The result is 0 (non-inhibitor). (6) The drug is Cn1c(Cc2cccc3ccccc23)nnc1SCC(=O)N1CCN(c2ccccc2)CC1. The result is 1 (inhibitor). (7) The compound is Cc1ccc2[nH]c3c(c2c1)CN(C(=O)CN1c2ccc(F)cc2CCC1C)CC3. The result is 1 (inhibitor). (8) The molecule is COC(=O)[C@@]1(Cc2ccc(F)cc2)[C@H]2c3cc(C(=O)N(C)C)n(CCF)c3C[C@H]2CN1C(=O)c1ccccc1. The result is 1 (inhibitor).